From a dataset of Full USPTO retrosynthesis dataset with 1.9M reactions from patents (1976-2016). Predict the reactants needed to synthesize the given product. (1) Given the product [NH2:38][C:37]1[S:39]/[C:33](=[CH:32]\[C:23]2[CH:24]=[C:25]3[C:20](=[CH:21][CH:22]=2)[N:9]=[CH:8][C:7]([C:13]#[N:14])=[C:6]3[CH2:5][CH2:4][CH2:3][CH2:12][CH3:11])/[C:34](=[O:35])[N:36]=1, predict the reactants needed to synthesize it. The reactants are: C([C:3]1[CH:4]=[C:5]2C(=[CH:11][CH:12]=1)[N:9]=[CH:8][C:7]([C:13]#[N:14])=[C:6]2CCC)=O.CO[C:20]1[CH:21]=[CH:22][C:23](/[CH:32]=[C:33]2/[C:34]([NH:36][C:37]([S:39]/2)=[NH:38])=[O:35])=[CH:24][C:25]=1OC1CCCC1.C([O-])(=O)C.[Na+]. (2) Given the product [OH:1][C:2]1[CH:3]=[C:4]([C:9](=[O:12])[CH:10]=[CH2:11])[CH:5]=[C:6]([OH:8])[C:7]=1[CH:25]=[O:26], predict the reactants needed to synthesize it. The reactants are: [OH:1][C:2]1[CH:3]=[C:4]([C:9](=[O:12])[CH:10]=[CH2:11])[CH:5]=[C:6]([OH:8])[CH:7]=1.C1N2CN3CN(C2)CN1C3.FC(F)(F)[C:25](O)=[O:26]. (3) Given the product [Si:1]([O:8][CH:9]([CH2:13][C:14]1[CH:19]=[CH:18][CH:17]=[CH:16][CH:15]=1)[C:10]([NH:57][C:55]1[S:56][C:52]([C:48]2[CH:47]=[C:46]3[C:51](=[CH:50][CH:49]=2)[CH:42]=[N:43][CH:44]=[CH:45]3)=[N:53][N:54]=1)=[O:12])([C:4]([CH3:5])([CH3:6])[CH3:7])([CH3:2])[CH3:3], predict the reactants needed to synthesize it. The reactants are: [Si:1]([O:8][CH:9]([CH2:13][C:14]1[CH:19]=[CH:18][CH:17]=[CH:16][CH:15]=1)[C:10]([OH:12])=O)([C:4]([CH3:7])([CH3:6])[CH3:5])([CH3:3])[CH3:2].Cl.C(N=C=NCCCN(C)C)C.C1C=CC2N(O)N=NC=2C=1.[CH:42]1[C:51]2[C:46](=[CH:47][C:48]([C:52]3[S:56][C:55]([NH2:57])=[N:54][N:53]=3)=[CH:49][CH:50]=2)[CH:45]=[CH:44][N:43]=1.C1C2C(=CC(C(O)=O)=CC=2)C=CN=1.ClC1C=NC=C2SC(C(O)=O)=CC=12.